From a dataset of Full USPTO retrosynthesis dataset with 1.9M reactions from patents (1976-2016). Predict the reactants needed to synthesize the given product. (1) Given the product [Br:22][C:23]1[CH:24]=[C:25]([CH:28]=[CH:29][C:30]=1[O:31][C:32]([F:33])([F:34])[F:35])[CH2:26][N:19]1[CH2:20][CH2:21][C:15]2([O:14][N:13]=[C:12]([C:9]3[CH:10]=[CH:11][C:6]([C:4]([O:3][CH3:2])=[O:5])=[CH:7][CH:8]=3)[CH2:16]2)[CH2:17][CH2:18]1, predict the reactants needed to synthesize it. The reactants are: Cl.[CH3:2][O:3][C:4]([C:6]1[CH:11]=[CH:10][C:9]([C:12]2[CH2:16][C:15]3([CH2:21][CH2:20][NH2+:19][CH2:18][CH2:17]3)[O:14][N:13]=2)=[CH:8][CH:7]=1)=[O:5].[Br:22][C:23]1[CH:24]=[C:25]([CH:28]=[CH:29][C:30]=1[O:31][C:32]([F:35])([F:34])[F:33])[CH:26]=O. (2) The reactants are: [C:1]([O:4][C@H:5]1[CH2:10][C@H:9]([CH3:11])[CH2:8][CH2:7][C@H:6]1[C:12]([OH:14])=O)(=[O:3])[CH3:2].C(Cl)(=O)C([Cl:18])=O. Given the product [C:1]([O:4][C@H:5]1[CH2:10][C@H:9]([CH3:11])[CH2:8][CH2:7][C@H:6]1[C:12]([Cl:18])=[O:14])(=[O:3])[CH3:2], predict the reactants needed to synthesize it. (3) Given the product [CH3:1][N:2]1[C:3](=[O:32])[C:4]([NH:17][C:18]2[CH:23]=[CH:22][C:21]([C:24]([N:26]3[CH2:31][CH2:30][O:29][CH2:28][CH2:27]3)=[O:25])=[CH:20][N:19]=2)=[CH:5][C:6]([C:34]2[C:39]([CH:40]=[O:41])=[C:38]([N:42]3[CH2:54][CH2:53][N:45]4[C:46]5[CH2:47][CH2:48][CH2:49][CH2:50][C:51]=5[CH:52]=[C:44]4[C:43]3=[O:55])[N:37]=[CH:36][CH:35]=2)=[CH:7]1, predict the reactants needed to synthesize it. The reactants are: [CH3:1][N:2]1[CH:7]=[C:6](B2OC(C)(C)C(C)(C)O2)[CH:5]=[C:4]([NH:17][C:18]2[CH:23]=[CH:22][C:21]([C:24]([N:26]3[CH2:31][CH2:30][O:29][CH2:28][CH2:27]3)=[O:25])=[CH:20][N:19]=2)[C:3]1=[O:32].Cl[C:34]1[C:39]([CH:40]=[O:41])=[C:38]([N:42]2[CH2:54][CH2:53][N:45]3[C:46]4[CH2:47][CH2:48][CH2:49][CH2:50][C:51]=4[CH:52]=[C:44]3[C:43]2=[O:55])[N:37]=[CH:36][CH:35]=1. (4) Given the product [OH:1][C@@H:2]1[CH2:7][CH2:6][C@H:5]([NH:8][C:9](=[O:18])[O:10][CH2:11][C:12]2[CH:17]=[CH:16][CH:15]=[CH:14][CH:13]=2)[C@H:4]([CH2:19][O:20][C:21]([C:22]2[CH:27]=[CH:26][CH:25]=[CH:24][CH:23]=2)([C:34]2[CH:35]=[CH:36][CH:37]=[CH:38][CH:39]=2)[C:28]2[CH:29]=[CH:30][CH:31]=[CH:32][CH:33]=2)[CH2:3]1, predict the reactants needed to synthesize it. The reactants are: [OH:1][C@@H:2]1[CH2:7][CH2:6][C@H:5]([NH:8][C:9](=[O:18])[O:10][CH2:11][C:12]2[CH:17]=[CH:16][CH:15]=[CH:14][CH:13]=2)[C@H:4]([CH2:19][OH:20])[CH2:3]1.[C:21](Cl)([C:34]1[CH:39]=[CH:38][CH:37]=[CH:36][CH:35]=1)([C:28]1[CH:33]=[CH:32][CH:31]=[CH:30][CH:29]=1)[C:22]1[CH:27]=[CH:26][CH:25]=[CH:24][CH:23]=1.CCOC(C)=O.CCCCCC. (5) Given the product [CH2:32]([O:31][C:29](=[O:30])[NH:18][CH2:17][CH:15]1[CH2:14][C:13]2[C:8]([C:3]3[CH:4]=[CH:5][CH:6]=[CH:7][C:2]=3[CH3:1])=[CH:9][CH:10]=[CH:11][C:12]=2[O:16]1)[C:33]1[CH:38]=[CH:37][CH:36]=[CH:35][CH:34]=1, predict the reactants needed to synthesize it. The reactants are: [CH3:1][C:2]1[CH:7]=[CH:6][CH:5]=[CH:4][C:3]=1[C:8]1[C:13]2[CH2:14][CH:15]([CH2:17][NH2:18])[O:16][C:12]=2[CH:11]=[CH:10][CH:9]=1.C(N(C(C)C)CC)(C)C.Cl[C:29]([O:31][CH2:32][C:33]1[CH:38]=[CH:37][CH:36]=[CH:35][CH:34]=1)=[O:30].C1(C2C3OC(CNC(=O)OCC4C=CC=CC=4)CC=3C=CC=2)CCCC1. (6) Given the product [CH3:1][O:2][C:3]1[CH:8]=[C:7]([O:9][CH3:10])[C:6]([S:11]([N:32]2[CH2:33][CH2:34][CH2:35][CH:30]([CH2:29][OH:28])[CH2:31]2)(=[O:13])=[O:12])=[CH:5][C:4]=1[C:15]1[C:19]([O:20][C:21]2[CH:26]=[CH:25][CH:24]=[CH:23][C:22]=2[Cl:27])=[CH:18][NH:17][N:16]=1, predict the reactants needed to synthesize it. The reactants are: [CH3:1][O:2][C:3]1[CH:8]=[C:7]([O:9][CH3:10])[C:6]([S:11](Cl)(=[O:13])=[O:12])=[CH:5][C:4]=1[C:15]1[C:19]([O:20][C:21]2[CH:26]=[CH:25][CH:24]=[CH:23][C:22]=2[Cl:27])=[CH:18][NH:17][N:16]=1.[OH:28][CH2:29][CH:30]1[CH2:35][CH2:34][CH2:33][NH:32][CH2:31]1.N1C=CC=CC=1.